This data is from Peptide-MHC class II binding affinity with 134,281 pairs from IEDB. The task is: Regression. Given a peptide amino acid sequence and an MHC pseudo amino acid sequence, predict their binding affinity value. This is MHC class II binding data. (1) The peptide sequence is VLVDEGRKVAIKGPL. The MHC is DRB5_0101 with pseudo-sequence DRB5_0101. The binding affinity (normalized) is 0.583. (2) The peptide sequence is CSCRDQSEAQLALTI. The MHC is DRB5_0101 with pseudo-sequence DRB5_0101. The binding affinity (normalized) is 0. (3) The peptide sequence is CRNFFLTQGALLNDRH. The MHC is DRB1_1501 with pseudo-sequence DRB1_1501. The binding affinity (normalized) is 0.191. (4) The peptide sequence is ESATILMTATPPGTS. The MHC is HLA-DQA10102-DQB10501 with pseudo-sequence HLA-DQA10102-DQB10501. The binding affinity (normalized) is 0.787. (5) The peptide sequence is QMRSMPFLRKTRWTF. The MHC is DRB4_0103 with pseudo-sequence DRB4_0103. The binding affinity (normalized) is 0.770. (6) The peptide sequence is FDHDILPDKFYEEFC. The MHC is DRB1_0701 with pseudo-sequence DRB1_0701. The binding affinity (normalized) is 0.0679.